Dataset: Forward reaction prediction with 1.9M reactions from USPTO patents (1976-2016). Task: Predict the product of the given reaction. (1) Given the reactants [C:1]([O:5][C:6]([N:8]1[CH2:13][CH2:12][C:11](=O)[CH2:10][CH2:9]1)=[O:7])([CH3:4])([CH3:3])[CH3:2].[N:15]1([CH2:20][CH2:21][NH2:22])[CH2:19][CH2:18][CH2:17][CH2:16]1, predict the reaction product. The product is: [C:1]([O:5][C:6]([N:8]1[CH2:13][CH2:12][CH:11]([NH:22][CH2:21][CH2:20][N:15]2[CH2:19][CH2:18][CH2:17][CH2:16]2)[CH2:10][CH2:9]1)=[O:7])([CH3:4])([CH3:3])[CH3:2]. (2) Given the reactants [Br:1][C:2]1[CH:11]=[C:10]2[C:5]([NH:6][C:7](=O)[C@H:8]([CH2:12][C:13](OC)=[O:14])[NH:9]2)=[CH:4][CH:3]=1, predict the reaction product. The product is: [Br:1][C:2]1[CH:11]=[C:10]2[C:5]([NH:6][CH2:7][C@H:8]([CH2:12][CH2:13][OH:14])[NH:9]2)=[CH:4][CH:3]=1. (3) Given the reactants C(Cl)(=O)C(Cl)=O.CS(C)=O.[OH:11][CH2:12][CH2:13][C:14]1[C:19](=[O:20])[N:18]2[CH2:21][CH2:22][CH2:23][CH2:24][C:17]2=[N:16][C:15]=1[CH3:25].C(N(CC)CC)C, predict the reaction product. The product is: [CH3:25][C:15]1[N:16]=[C:17]2[CH2:24][CH2:23][CH2:22][CH2:21][N:18]2[C:19](=[O:20])[C:14]=1[CH2:13][CH:12]=[O:11]. (4) Given the reactants Cl[C:2]1[C:11]2[C:6](=[C:7]([O:14][CH3:15])[C:8]([O:12][CH3:13])=[CH:9][CH:10]=2)[CH:5]=[C:4]([NH:16][C:17]2[CH:21]=[C:20]([CH3:22])[NH:19][N:18]=2)[N:3]=1, predict the reaction product. The product is: [CH:8]([O:12][C:2]1[C:11]2[C:6](=[C:7]([O:14][CH3:15])[C:8]([O:12][CH3:13])=[CH:9][CH:10]=2)[CH:5]=[C:4]([NH:16][C:17]2[CH:21]=[C:20]([CH3:22])[NH:19][N:18]=2)[N:3]=1)([CH3:9])[CH3:7]. (5) The product is: [OH:19][C:16]1[CH:15]=[CH:14][C:13]([C:11]([C:6]2[CH:7]=[CH:8][CH:9]=[CH:10][C:5]=2[O:4][CH2:3][O:2][CH3:1])=[O:12])=[CH:18][CH:17]=1. Given the reactants [CH3:1][O:2][CH2:3][O:4][C:5]1[CH:10]=[CH:9][CH:8]=[CH:7][C:6]=1[CH:11]([C:13]1[CH:18]=[CH:17][C:16]([O:19][Si](C(C)C)(C(C)C)C(C)C)=[CH:15][CH:14]=1)[OH:12], predict the reaction product. (6) Given the reactants [F:1][C:2]1[CH:3]=[CH:4][C:5]([N+:11]([O-:13])=[O:12])=[C:6]([CH:10]=1)[C:7](O)=[O:8].Cl.CN.C(Cl)CCl.C1C=CC2N(O)N=[N:27][C:25]=2C=1.CCN(C(C)C)C(C)C, predict the reaction product. The product is: [F:1][C:2]1[CH:3]=[CH:4][C:5]([N+:11]([O-:13])=[O:12])=[C:6]([CH:10]=1)[C:7]([NH:27][CH3:25])=[O:8]. (7) Given the reactants [O:1]1[CH2:6][CH2:5][N:4]([S:7]([C:10]2[CH:11]=[CH:12][C:13]3[C:14]4[N:22]=[C:21]([C:23]5[CH:28]=[CH:27][CH:26]=[CH:25][CH:24]=5)[CH:20]=[C:19]([C:29]([O:31]C)=O)[C:15]=4[NH:16][C:17]=3[CH:18]=2)(=[O:9])=[O:8])[CH2:3][CH2:2]1.[NH3:33], predict the reaction product. The product is: [O:1]1[CH2:6][CH2:5][N:4]([S:7]([C:10]2[CH:11]=[CH:12][C:13]3[C:14]4[N:22]=[C:21]([C:23]5[CH:28]=[CH:27][CH:26]=[CH:25][CH:24]=5)[CH:20]=[C:19]([C:29]([NH2:33])=[O:31])[C:15]=4[NH:16][C:17]=3[CH:18]=2)(=[O:8])=[O:9])[CH2:3][CH2:2]1.